Predict which catalyst facilitates the given reaction. From a dataset of Catalyst prediction with 721,799 reactions and 888 catalyst types from USPTO. Reactant: [Cl:1][C:2]1[CH:3]=[C:4]2[C:9](=[CH:10][CH:11]=1)[NH:8][CH:7]([C:12]1[CH:13]=[C:14]([NH2:18])[CH:15]=[CH:16][CH:17]=1)[CH2:6][C:5]2([CH3:20])[CH3:19].[F:21][C:22]1[CH:27]=[CH:26][CH:25]=[CH:24][C:23]=1[S:28](Cl)(=[O:30])=[O:29]. Product: [Cl:1][C:2]1[CH:3]=[C:4]2[C:9](=[CH:10][CH:11]=1)[NH:8][CH:7]([C:12]1[CH:13]=[C:14]([NH:18][S:28]([C:23]3[CH:24]=[CH:25][CH:26]=[CH:27][C:22]=3[F:21])(=[O:30])=[O:29])[CH:15]=[CH:16][CH:17]=1)[CH2:6][C:5]2([CH3:20])[CH3:19]. The catalyst class is: 17.